This data is from Forward reaction prediction with 1.9M reactions from USPTO patents (1976-2016). The task is: Predict the product of the given reaction. (1) The product is: [CH3:1][N:2]1[CH:6]=[C:5]2[C:4]([C:24](=[O:33])[NH:25][CH2:26][CH:27]3[CH2:28][N:29]([C:34](=[O:35])[O:36][CH2:22][CH2:21][N:19]4[CH:20]=[C:16]([C:12]5[N:11]=[C:10]([C:8](=[O:9])[NH:7]2)[CH:15]=[CH:14][CH:13]=5)[CH:17]=[N:18]4)[CH2:30][CH2:31][O:32]3)=[N:3]1. Given the reactants [CH3:1][N:2]1[CH:6]=[C:5]([NH:7][C:8]([C:10]2[CH:15]=[CH:14][CH:13]=[C:12]([C:16]3[CH:17]=[N:18][N:19]([CH2:21][CH2:22]Cl)[CH:20]=3)[N:11]=2)=[O:9])[C:4]([C:24](=[O:33])[NH:25][CH2:26][CH:27]2[O:32][CH2:31][CH2:30][NH:29][CH2:28]2)=[N:3]1.[C:34]([O-])([O-:36])=[O:35].[Cs+].[Cs+].[I-].[K+], predict the reaction product. (2) Given the reactants [F:1][C:2]1[CH:7]=[CH:6][C:5]([CH2:8][C:9]2[CH:18]=[C:17]3[C:12]([C:13]([OH:34])=[C:14]([C:29](OCC)=[O:30])[C:15](=[O:28])[N:16]3[CH2:19][CH2:20][N:21]3[CH2:26][CH2:25][CH2:24][CH2:23][C:22]3=[O:27])=[N:11][CH:10]=2)=[CH:4][CH:3]=1.[NH2:35][CH2:36][CH:37]([OH:40])[CH2:38][CH3:39], predict the reaction product. The product is: [F:1][C:2]1[CH:3]=[CH:4][C:5]([CH2:8][C:9]2[CH:18]=[C:17]3[C:12]([C:13]([OH:34])=[C:14]([C:29]([NH:35][CH2:36][CH:37]([OH:40])[CH2:38][CH3:39])=[O:30])[C:15](=[O:28])[N:16]3[CH2:19][CH2:20][N:21]3[CH2:26][CH2:25][CH2:24][CH2:23][C:22]3=[O:27])=[N:11][CH:10]=2)=[CH:6][CH:7]=1. (3) Given the reactants [CH3:1][O:2][C:3]1[CH:38]=[CH:37][C:6]([CH2:7][N:8]2[C:12]3=[N:13][CH:14]=[CH:15][C:16]([O:17][C:18]4[CH:26]=[CH:25][C:21]([C:22](O)=[O:23])=[CH:20][CH:19]=4)=[C:11]3[C:10]([NH:27][C@@H:28]3[CH2:32][CH2:31][N:30]([C:33](=[O:36])[CH2:34][CH3:35])[CH2:29]3)=[N:9]2)=[CH:5][CH:4]=1.[CH3:39][C:40]1[S:44][C:43]([NH2:45])=[N:42][CH:41]=1, predict the reaction product. The product is: [CH3:1][O:2][C:3]1[CH:4]=[CH:5][C:6]([CH2:7][N:8]2[C:12]3=[N:13][CH:14]=[CH:15][C:16]([O:17][C:18]4[CH:19]=[CH:20][C:21]([C:22]([NH:45][C:43]5[S:44][C:40]([CH3:39])=[CH:41][N:42]=5)=[O:23])=[CH:25][CH:26]=4)=[C:11]3[C:10]([NH:27][C@@H:28]3[CH2:32][CH2:31][N:30]([C:33](=[O:36])[CH2:34][CH3:35])[CH2:29]3)=[N:9]2)=[CH:37][CH:38]=1. (4) Given the reactants [CH:1]1[CH:6]=[C:5]2[C:7]([C:9]([OH:13])(O)[C:10](=[O:11])[C:4]2=[CH:3][CH:2]=1)=[O:8].[C:14]([C:18]1[CH:23]=[CH:22][C:21]([OH:24])=[CH:20][CH:19]=1)([CH3:17])([CH3:16])[CH3:15], predict the reaction product. The product is: [C:14]([C:18]1[CH:23]=[CH:22][C:21]2[O:24][C:7]3([OH:8])[C:5]4[C:4]([C:10](=[O:11])[C:9]3([OH:13])[C:20]=2[CH:19]=1)=[CH:3][CH:2]=[CH:1][CH:6]=4)([CH3:17])([CH3:15])[CH3:16]. (5) Given the reactants [Cl:1][C:2]1[CH:3]=[CH:4][C:5]([OH:25])=[C:6]2[C:11]=1[NH:10][C:9](=[O:12])[C:8]([CH2:13][C:14]1[CH:19]=[CH:18][C:17]([S:20]([CH3:23])(=[O:22])=[O:21])=[CH:16][CH:15]=1)=[C:7]2[CH3:24].C1C=CC(N([S:33]([C:36]([F:39])([F:38])[F:37])(=[O:35])=[O:34])[S:33]([C:36]([F:39])([F:38])[F:37])(=[O:35])=[O:34])=CC=1.C(=O)([O-])[O-].[K+].[K+], predict the reaction product. The product is: [Cl:1][C:2]1[CH:3]=[CH:4][C:5]([O:25][S:33]([C:36]([F:39])([F:38])[F:37])(=[O:35])=[O:34])=[C:6]2[C:11]=1[NH:10][C:9](=[O:12])[C:8]([CH2:13][C:14]1[CH:19]=[CH:18][C:17]([S:20]([CH3:23])(=[O:21])=[O:22])=[CH:16][CH:15]=1)=[C:7]2[CH3:24]. (6) Given the reactants [F:1][CH:2]([F:13])[O:3][C:4]1[CH:12]=[CH:11][C:7]([C:8]([OH:10])=O)=[CH:6][CH:5]=1.CN(C(ON1N=NC2C=CC=NC1=2)=[N+](C)C)C.F[P-](F)(F)(F)(F)F.CCN(C(C)C)C(C)C.O[NH:48][C:49]([C:51]1[C:52]2[CH:53]=[CH:54][N:55]=[CH:56][C:57]=2[CH:58]=[CH:59][CH:60]=1)=[NH:50], predict the reaction product. The product is: [F:13][CH:2]([F:1])[O:3][C:4]1[CH:5]=[CH:6][C:7]([C:8]2[O:10][N:50]=[C:49]([C:51]3[CH:60]=[CH:59][CH:58]=[C:57]4[C:52]=3[CH:53]=[CH:54][N:55]=[CH:56]4)[N:48]=2)=[CH:11][CH:12]=1.